Dataset: Full USPTO retrosynthesis dataset with 1.9M reactions from patents (1976-2016). Task: Predict the reactants needed to synthesize the given product. (1) Given the product [O:1]=[C:2]1[C:10](=[C:11]2[CH:20]=[CH:19][C:18]3[C:13](=[CH:14][CH:15]=[CH:16][CH:17]=3)[NH:12]2)[C:9]2[C:4](=[CH:5][C:6]([C:21]([OH:23])=[O:22])=[CH:7][CH:8]=2)[NH:3]1, predict the reactants needed to synthesize it. The reactants are: [O:1]=[C:2]1[C:10](=[C:11]2[CH:20]=[CH:19][C:18]3[C:13](=[CH:14][CH:15]=[CH:16][CH:17]=3)[NH:12]2)[C:9]2[C:4](=[CH:5][C:6]([C:21]([O:23]CC3C=CC=CC=3)=[O:22])=[CH:7][CH:8]=2)[NH:3]1. (2) Given the product [Cl:29][C:30]1[C:38]([CH3:39])=[CH:37][CH:36]=[C:35]([F:40])[C:31]=1[C:32]([NH:34][C:2]1[CH:7]=[C:6]([CH2:8][N:9]2[C:13]([CH3:15])([CH3:14])[C:12](=[O:16])[N:11]([C:17]3[CH:22]=[CH:21][C:20]([S:23][C:24]([F:25])([F:27])[F:26])=[CH:19][CH:18]=3)[C:10]2=[O:28])[CH:5]=[CH:4][N:3]=1)=[O:33], predict the reactants needed to synthesize it. The reactants are: Cl[C:2]1[CH:7]=[C:6]([CH2:8][N:9]2[C:13]([CH3:15])([CH3:14])[C:12](=[O:16])[N:11]([C:17]3[CH:22]=[CH:21][C:20]([S:23][C:24]([F:27])([F:26])[F:25])=[CH:19][CH:18]=3)[C:10]2=[O:28])[CH:5]=[CH:4][N:3]=1.[Cl:29][C:30]1[C:38]([CH3:39])=[CH:37][CH:36]=[C:35]([F:40])[C:31]=1[C:32]([NH2:34])=[O:33].CC1(C)C2C=CC=C(P(C3C=CC=CC=3)C3C=CC=CC=3)C=2OC2C1=CC=CC=2P(C1C=CC=CC=1)C1C=CC=CC=1.C(=O)([O-])[O-].[Cs+].[Cs+]. (3) Given the product [N:1]1[CH:2]=[CH:3][C:4]([C:7]2[N:11]=[C:10]([CH2:12][NH:13][C:35]([C:28]3[C:29]4[C:34](=[CH:33][CH:32]=[CH:31][CH:30]=4)[NH:26][N:27]=3)=[O:37])[NH:9][N:8]=2)=[CH:5][CH:6]=1, predict the reactants needed to synthesize it. The reactants are: [N:1]1[CH:6]=[CH:5][C:4]([C:7]2[N:11]=[C:10]([CH2:12][NH:13]C(C3C=CC(C(OC)=O)=CC=3)=O)[NH:9][N:8]=2)=[CH:3][CH:2]=1.[NH:26]1[C:34]2[C:29](=[CH:30][CH:31]=[CH:32][CH:33]=2)[C:28]([C:35]([OH:37])=O)=[N:27]1.COC(C1C=CC(C(O)=O)=CC=1)=O. (4) The reactants are: C([SiH](CC)CC)C.CC([Si](C)(C)O[C@H]1CC[C@H](C(OCC)=O)CC1)(C)C.[Bi](Br)(Br)Br.C1(C=O)CC1.C([O-])(O)=O.[Na+].[CH:41]1([CH2:44][O:45][C@H:46]2[CH2:51][CH2:50][C@H:49]([C:52]([O:54][CH2:55][CH3:56])=[O:53])[CH2:48][CH2:47]2)[CH2:43][CH2:42]1. Given the product [CH:41]1([CH2:44][O:45][CH:46]2[CH2:51][CH2:50][CH:49]([C:52]([O:54][CH2:55][CH3:56])=[O:53])[CH2:48][CH2:47]2)[CH2:42][CH2:43]1, predict the reactants needed to synthesize it. (5) Given the product [ClH:1].[Cl:1][C:2]1[CH:7]=[CH:6][C:5]([CH2:8][C:9]2[C:18]3[C:13](=[CH:14][CH:15]=[CH:16][CH:17]=3)[C:12](=[O:19])[N:11]([CH2:20][C@H:21]3[CH2:25][CH2:24][CH2:23][N:22]3[CH2:32][CH2:33][CH2:34][CH2:35][NH:36][S:37]([CH2:40][CH3:41])(=[O:39])=[O:38])[N:10]=2)=[CH:4][CH:3]=1, predict the reactants needed to synthesize it. The reactants are: [Cl:1][C:2]1[CH:7]=[CH:6][C:5]([CH2:8][C:9]2[C:18]3[C:13](=[CH:14][CH:15]=[CH:16][CH:17]=3)[C:12](=[O:19])[N:11]([CH2:20][C@H:21]3[CH2:25][CH2:24][CH2:23][NH:22]3)[N:10]=2)=[CH:4][CH:3]=1.C(S(O[CH2:32][CH2:33][CH2:34][CH2:35][NH:36][S:37]([CH2:40][CH3:41])(=[O:39])=[O:38])(=O)=O)C.C(=O)([O-])O.[Na+].[I-].[Na+]. (6) Given the product [CH3:23][N:22]1[CH2:9][CH2:3][CH2:4][CH2:5][C@@H:6]1[CH2:7][OH:27], predict the reactants needed to synthesize it. The reactants are: NN.[C:3]1([C:9]([N:22]=[C:23]=O)(C2C=CC=CC=2)C2C=CC=CC=2)C=[CH:7][CH:6]=[CH:5][CH:4]=1.CC[OH:27]. (7) Given the product [OH:67][C:68]1[CH:69]=[C:70]([C:74]2[N:82]=[C:81]3[C:77]([N:78]=[CH:79][N:80]3[CH2:83][C:84]([NH:3][CH3:2])=[O:85])=[C:76]([N:87]3[CH2:92][CH2:91][O:90][CH2:89][CH2:88]3)[N:75]=2)[CH:71]=[CH:72][CH:73]=1, predict the reactants needed to synthesize it. The reactants are: Cl[C:2]1N=C2C(N=CN2)=C(N2CCOCC2)[N:3]=1.BrCC(OC)=O.ClC1N=C2C(N=CN2CC(OC)=O)=C(N2CCOCC2)N=1.C(=O)([O-])OC1C=CC=C(B2OC(C)(C)C(C)(C)O2)C=1C(C)(C)C.[OH:67][C:68]1[CH:69]=[C:70]([C:74]2[N:82]=[C:81]3[C:77]([N:78]=[CH:79][N:80]3[CH2:83][C:84](O)=[O:85])=[C:76]([N:87]3[CH2:92][CH2:91][O:90][CH2:89][CH2:88]3)[N:75]=2)[CH:71]=[CH:72][CH:73]=1.CN.